This data is from Reaction yield outcomes from USPTO patents with 853,638 reactions. The task is: Predict the reaction yield, written as a fraction of the theoretical maximum amount of product (1.0 means a 100% yield; for example, 0.34 means a 34% yield). (1) The reactants are COC1C=CC(C[N:8]2[CH:12]=[C:11]([C:13]3[N:14]=[C:15]([NH:19][C:20]4[CH:25]=[C:24]([F:26])[CH:23]=[CH:22][N:21]=4)[S:16][C:17]=3[CH3:18])[CH:10]=[N:9]2)=CC=1.C([O-])([O-])=O.[Na+].[Na+].O. The catalyst is C(O)(C(F)(F)F)=O. The product is [F:26][C:24]1[CH:23]=[CH:22][N:21]=[C:20]([NH:19][C:15]2[S:16][C:17]([CH3:18])=[C:13]([C:11]3[CH:12]=[N:8][NH:9][CH:10]=3)[N:14]=2)[CH:25]=1. The yield is 0.510. (2) The reactants are [C:1]([N:8]1[CH2:15][CH2:14][CH2:13][C@H:9]1[C:10]([OH:12])=O)([O:3][C:4]([CH3:7])([CH3:6])[CH3:5])=[O:2].[NH2:16][CH2:17][C:18]([NH:20][CH2:21][C:22]([NH:24][CH2:25][C:26]([O:28][CH2:29][C:30]1[CH:35]=[CH:34][CH:33]=[CH:32][CH:31]=1)=[O:27])=[O:23])=[O:19].CC1C=CC(S(O)(=O)=O)=CC=1.Cl.CN(C)CCCN=C=NCC. The catalyst is C(Cl)Cl.CCN(CC)CC. The product is [N:8]1([C:1]([O:3][C:4]([CH3:5])([CH3:6])[CH3:7])=[O:2])[CH2:15][CH2:14][CH2:13][C@H:9]1[C:10]([NH:16][CH2:17][C:18]([NH:20][CH2:21][C:22]([NH:24][CH2:25][C:26]([O:28][CH2:29][C:30]1[CH:31]=[CH:32][CH:33]=[CH:34][CH:35]=1)=[O:27])=[O:23])=[O:19])=[O:12]. The yield is 0.710.